The task is: Predict the reaction yield, written as a fraction of the theoretical maximum amount of product (1.0 means a 100% yield; for example, 0.34 means a 34% yield).. This data is from Reaction yield outcomes from USPTO patents with 853,638 reactions. (1) The reactants are [CH3:1][O:2][C:3](=[O:15])[CH2:4][N:5]1[C:10](=[O:11])[C:9]([Cl:12])=[C:8]([Cl:13])[N:7]=[C:6]1Cl.[C:16]([O:20][C:21](=[O:29])[NH:22][CH:23]1[CH2:28][CH2:27][NH:26][CH2:25][CH2:24]1)([CH3:19])([CH3:18])[CH3:17].CCN(C(C)C)C(C)C. The catalyst is CN(C=O)C.O. The product is [CH3:1][O:2][C:3](=[O:15])[CH2:4][N:5]1[C:10](=[O:11])[C:9]([Cl:12])=[C:8]([Cl:13])[N:7]=[C:6]1[N:26]1[CH2:25][CH2:24][CH:23]([NH:22][C:21]([O:20][C:16]([CH3:19])([CH3:18])[CH3:17])=[O:29])[CH2:28][CH2:27]1. The yield is 0.640. (2) The reactants are [Br:1]Br.[CH3:3][N:4]1[CH:13]=[CH:12][C:11]2[C:6](=[CH:7][CH:8]=[C:9]([N:14]3[CH:18]=[C:17]([CH3:19])[CH:16]=[N:15]3)[CH:10]=2)[C:5]1=[O:20]. The catalyst is C(O)(=O)C. The product is [Br:1][C:12]1[C:11]2[C:6](=[CH:7][CH:8]=[C:9]([N:14]3[CH:18]=[C:17]([CH3:19])[CH:16]=[N:15]3)[CH:10]=2)[C:5](=[O:20])[N:4]([CH3:3])[CH:13]=1. The yield is 0.560. (3) The reactants are [Br:1][C:2]1[N:3]([C:8]2[C:17]3[C:12](=[CH:13][CH:14]=[CH:15][CH:16]=3)[C:11]([CH:18]3[CH2:20][CH2:19]3)=[CH:10][CH:9]=2)[C:4]([SH:7])=[N:5][N:6]=1.Br[C:22]([CH3:31])([CH3:30])[C:23]([O:25][C:26]([CH3:29])([CH3:28])[CH3:27])=[O:24].C(N(C(C)C)CC)(C)C. The catalyst is CN(C=O)C. The product is [Br:1][C:2]1[N:3]([C:8]2[C:17]3[C:12](=[CH:13][CH:14]=[CH:15][CH:16]=3)[C:11]([CH:18]3[CH2:20][CH2:19]3)=[CH:10][CH:9]=2)[C:4]([S:7][C:22]([CH3:31])([CH3:30])[C:23]([O:25][C:26]([CH3:29])([CH3:28])[CH3:27])=[O:24])=[N:5][N:6]=1. The yield is 0.750. (4) The reactants are [CH3:1][O:2][C:3]1[CH:4]=[C:5]2[C:9](=[CH:10][CH:11]=1)[NH:8][N:7]=[C:6]2[C:12]([O:14][CH3:15])=[O:13].[Br:16][C:17]1[CH:18]=[C:19](B(O)O)[CH:20]=[CH:21][CH:22]=1. No catalyst specified. The product is [Br:16][C:17]1[CH:22]=[C:21]([N:8]2[C:9]3[C:5](=[CH:4][C:3]([O:2][CH3:1])=[CH:11][CH:10]=3)[C:6]([C:12]([O:14][CH3:15])=[O:13])=[N:7]2)[CH:20]=[CH:19][CH:18]=1. The yield is 0.390. (5) The reactants are [N:1]1[CH:6]=[CH:5][CH:4]=[CH:3][C:2]=1[CH2:7][C:8]([O:10][CH3:11])=[O:9].[N:12]([O-])=[O:13].[Na+].C(=O)([O-])O.[Na+]. The catalyst is C(O)(=O)C. The product is [CH3:11][O:10][C:8](=[O:9])[C:7](=[N:12][OH:13])[C:2]1[CH:3]=[CH:4][CH:5]=[CH:6][N:1]=1. The yield is 0.830. (6) The reactants are [CH3:1][N:2]([CH3:34])[C:3]([C:5]1[CH:6]=[CH:7][C:8]2[CH:12]=[C:11]([C:13]([C:18]3[CH:23]=[CH:22][C:21]([O:24][CH2:25][C:26](=[O:31])[C:27]([CH3:30])([CH3:29])[CH3:28])=[C:20]([CH3:32])[CH:19]=3)([CH2:16][CH3:17])[CH2:14][CH3:15])[S:10][C:9]=2[CH:33]=1)=[O:4].[BH4-].[Na+]. No catalyst specified. The product is [CH3:34][N:2]([CH3:1])[C:3]([C:5]1[CH:6]=[CH:7][C:8]2[CH:12]=[C:11]([C:13]([CH2:16][CH3:17])([C:18]3[CH:23]=[CH:22][C:21]([O:24][CH2:25][CH:26]([OH:31])[C:27]([CH3:30])([CH3:29])[CH3:28])=[C:20]([CH3:32])[CH:19]=3)[CH2:14][CH3:15])[S:10][C:9]=2[CH:33]=1)=[O:4]. The yield is 1.00.